From a dataset of Full USPTO retrosynthesis dataset with 1.9M reactions from patents (1976-2016). Predict the reactants needed to synthesize the given product. Given the product [OH:33][CH:30]([CH2:31][OH:32])[CH2:29][N:28]([CH3:27])[C:21]1[N:20]=[CH:19][C:18]([C:16]2[C:15]([CH3:26])([CH3:25])[O:14]/[C:13](=[C:5]3/[C:6](=[O:12])[NH:7][C:8]4[C:4]/3=[CH:3][C:2]([F:1])=[C:10]([F:11])[CH:9]=4)/[CH:17]=2)=[CH:23][CH:22]=1, predict the reactants needed to synthesize it. The reactants are: [F:1][C:2]1[CH:3]=[C:4]2[C:8](=[CH:9][C:10]=1[F:11])[NH:7][C:6](=[O:12])/[C:5]/2=[C:13]1/[O:14][C:15]([CH3:26])([CH3:25])[C:16]([C:18]2[CH:19]=[N:20][C:21](F)=[CH:22][CH:23]=2)=[CH:17]/1.[CH3:27][NH:28][CH2:29][CH:30]([OH:33])[CH2:31][OH:32].O.